From a dataset of Full USPTO retrosynthesis dataset with 1.9M reactions from patents (1976-2016). Predict the reactants needed to synthesize the given product. (1) The reactants are: [F:1][C:2]1[CH:11]=[C:10]2[C:5]([CH:6]=[CH:7][C:8](=[O:12])[NH:9]2)=[CH:4][CH:3]=1.[H-].[Na+].Br[CH2:16][CH2:17][CH2:18]Cl.C([O-])([O-])=O.[K+].[K+].[CH2:26]([CH:30]1[CH2:35][CH2:34][NH:33][CH2:32][CH2:31]1)[CH2:27][CH2:28][CH3:29]. Given the product [CH2:26]([CH:30]1[CH2:35][CH2:34][N:33]([CH2:16][CH2:17][CH2:18][N:9]2[C:10]3[C:5](=[CH:4][CH:3]=[C:2]([F:1])[CH:11]=3)[CH:6]=[CH:7][C:8]2=[O:12])[CH2:32][CH2:31]1)[CH2:27][CH2:28][CH3:29], predict the reactants needed to synthesize it. (2) Given the product [CH:16]([N:4]1[CH2:5][CH2:6][CH2:7][C:2]2([CH3:1])[CH2:14][C:13]3[C:8]([CH:3]12)=[CH:9][CH:10]=[CH:11][CH:12]=3)([CH3:18])[CH3:15], predict the reactants needed to synthesize it. The reactants are: [CH3:1][C:2]12[CH2:14][C:13]3[C:8](=[CH:9][CH:10]=[CH:11][CH:12]=3)[CH:3]1[NH:4][CH2:5][CH2:6][CH2:7]2.[CH3:15][C:16]([CH3:18])=O.C(O[BH-](OC(=O)C)OC(=O)C)(=O)C.[Na+].[OH-].[Na+].